From a dataset of Full USPTO retrosynthesis dataset with 1.9M reactions from patents (1976-2016). Predict the reactants needed to synthesize the given product. (1) Given the product [NH2:19][C:10]1[C:9]2[N:8]=[C:7]([CH2:20][CH2:21][O:22][CH3:23])[N:6]([CH2:5][CH2:4][CH2:3][CH2:2][NH:1][C:34]([C:25]3[CH:26]=[CH:27][C:28]4[C:33](=[CH:32][CH:31]=[CH:30][CH:29]=4)[N:24]=3)=[O:35])[C:18]=2[C:17]2[CH:16]=[CH:15][CH:14]=[CH:13][C:12]=2[N:11]=1, predict the reactants needed to synthesize it. The reactants are: [NH2:1][CH2:2][CH2:3][CH2:4][CH2:5][N:6]1[C:18]2[C:17]3[CH:16]=[CH:15][CH:14]=[CH:13][C:12]=3[N:11]=[C:10]([NH2:19])[C:9]=2[N:8]=[C:7]1[CH2:20][CH2:21][O:22][CH3:23].[N:24]1[C:33]2[C:28](=[CH:29][CH:30]=[CH:31][CH:32]=2)[CH:27]=[CH:26][C:25]=1[C:34](Cl)=[O:35].C(N(CC)CC)C. (2) Given the product [Cl:3][C:4]1[CH:13]=[C:12]([SH:14])[CH:11]=[CH:10][C:5]=1[C:6]([OH:8])=[O:7], predict the reactants needed to synthesize it. The reactants are: [OH-].[Na+].[Cl:3][C:4]1[CH:13]=[C:12]([S:14]C(OCC)=S)[CH:11]=[CH:10][C:5]=1[C:6]([O:8]C)=[O:7].Cl.